From a dataset of Reaction yield outcomes from USPTO patents with 853,638 reactions. Predict the reaction yield, written as a fraction of the theoretical maximum amount of product (1.0 means a 100% yield; for example, 0.34 means a 34% yield). (1) The reactants are Cl.[NH:2]1[CH2:5][CH:4]([C:6]#[N:7])[CH2:3]1.[CH3:8][C:9]([O:12][C:13](O[C:13]([O:12][C:9]([CH3:11])([CH3:10])[CH3:8])=[O:14])=[O:14])([CH3:11])[CH3:10].C([O-])(O)=O.[Na+]. The catalyst is C(Cl)Cl.O. The product is [C:6]([CH:4]1[CH2:5][N:2]([C:13]([O:12][C:9]([CH3:11])([CH3:10])[CH3:8])=[O:14])[CH2:3]1)#[N:7]. The yield is 0.950. (2) The reactants are Br[C:2]1[CH:3]=[CH:4][C:5]([F:29])=[C:6]([C:8]2([C:19]3[CH:24]=[CH:23][N:22]=[C:21]([C:25]([F:28])([F:27])[F:26])[CH:20]=3)[C:16]3[C:11](=[C:12]([F:17])[CH:13]=[CH:14][CH:15]=3)[C:10]([NH2:18])=[N:9]2)[CH:7]=1.CC1(C)C(C)(C)OB([C:38]2[CH:39]=[N:40][CH:41]=[C:42]([CH:45]=2)[C:43]#[N:44])O1. No catalyst specified. The product is [NH2:18][C:10]1[C:11]2[C:16](=[CH:15][CH:14]=[CH:13][C:12]=2[F:17])[C:8]([C:6]2[CH:7]=[C:2]([C:38]3[CH:39]=[N:40][CH:41]=[C:42]([CH:45]=3)[C:43]#[N:44])[CH:3]=[CH:4][C:5]=2[F:29])([C:19]2[CH:24]=[CH:23][N:22]=[C:21]([C:25]([F:27])([F:28])[F:26])[CH:20]=2)[N:9]=1. The yield is 0.650.